Dataset: Forward reaction prediction with 1.9M reactions from USPTO patents (1976-2016). Task: Predict the product of the given reaction. (1) Given the reactants [N+:1]([CH3:4])([O-:3])=[O:2].[Cl:5][C:6]1[CH:7]=[C:8](/[C:13](/[C:30]([F:33])([F:32])[F:31])=[CH:14]\[C:15]([C:17]2[CH:18]=[CH:19][C:20]([N:25]3[CH:29]=[N:28][CH:27]=[N:26]3)=[C:21]([CH:24]=2)[C:22]#[N:23])=[O:16])[CH:9]=[C:10]([Cl:12])[CH:11]=1.C(=O)([O-])[O-].[K+].[K+].O, predict the reaction product. The product is: [Cl:5][C:6]1[CH:7]=[C:8]([C@:13]([CH2:4][N+:1]([O-:3])=[O:2])([C:30]([F:31])([F:33])[F:32])[CH2:14][C:15]([C:17]2[CH:18]=[CH:19][C:20]([N:25]3[CH:29]=[N:28][CH:27]=[N:26]3)=[C:21]([CH:24]=2)[C:22]#[N:23])=[O:16])[CH:9]=[C:10]([Cl:12])[CH:11]=1. (2) Given the reactants [O:1]1CCO[CH:2]1[C:6]1[CH:7]=[N:8][N:9]([C:12]2[CH:17]=[CH:16][C:15]([O:18]C)=[CH:14][CH:13]=2)[C:10]=1[CH3:11].B(Br)(Br)Br, predict the reaction product. The product is: [OH:18][C:15]1[CH:14]=[CH:13][C:12]([N:9]2[C:10]([CH3:11])=[C:6]([CH:2]=[O:1])[CH:7]=[N:8]2)=[CH:17][CH:16]=1.